The task is: Predict the reactants needed to synthesize the given product.. This data is from Full USPTO retrosynthesis dataset with 1.9M reactions from patents (1976-2016). (1) Given the product [C:1]([C:3]1[C:4]([CH3:29])=[C:5]([CH:10]([OH:28])[CH2:11][N:12]2[CH2:17][CH2:16][N:15]([C:18]([O:20][C:21]([CH3:23])([CH3:24])[CH3:22])=[O:19])[CH2:14][CH:13]2[CH2:25][CH2:26][OH:27])[CH:6]=[CH:7][C:8]=1[F:9])#[N:2], predict the reactants needed to synthesize it. The reactants are: [C:1]([C:3]1[C:4]([CH3:29])=[C:5]([C:10](=[O:28])[CH2:11][N:12]2[CH2:17][CH2:16][N:15]([C:18]([O:20][C:21]([CH3:24])([CH3:23])[CH3:22])=[O:19])[CH2:14][CH:13]2[CH2:25][CH2:26][OH:27])[CH:6]=[CH:7][C:8]=1[F:9])#[N:2].[BH4-].[Na+]. (2) The reactants are: [CH2:1]([CH:4]([C:8]1[CH:37]=[CH:36][C:11]([O:12][CH2:13][C:14]2[CH:19]=[CH:18][C:17]([C:20]3[CH:21]=[C:22]([CH2:25][O:26][C:27]4[CH:28]=[N:29][CH:30]=[C:31]([CH:35]=4)[C:32]([OH:34])=[O:33])[S:23][CH:24]=3)=[CH:16][CH:15]=2)=[CH:10][CH:9]=1)[CH2:5][CH2:6][CH3:7])[CH2:2][CH3:3].[S:38](=[O:42])(=[O:41])([OH:40])[OH:39]. Given the product [S:38]([OH:42])([OH:41])(=[O:40])=[O:39].[CH2:1]([CH:4]([C:8]1[CH:9]=[CH:10][C:11]([O:12][CH2:13][C:14]2[CH:15]=[CH:16][C:17]([C:20]3[CH:21]=[C:22]([CH2:25][O:26][C:27]4[CH:28]=[N:29][CH:30]=[C:31]([CH:35]=4)[C:32]([OH:34])=[O:33])[S:23][CH:24]=3)=[CH:18][CH:19]=2)=[CH:36][CH:37]=1)[CH2:5][CH2:6][CH3:7])[CH2:2][CH3:3], predict the reactants needed to synthesize it. (3) Given the product [F:24][C:23]([F:26])([F:25])[C:19]1[CH:18]=[C:17]([CH:8]([C:7]([O:14][CH3:15])=[O:13])[C:9]([O:11][CH3:12])=[O:10])[CH:22]=[CH:21][CH:20]=1, predict the reactants needed to synthesize it. The reactants are: C(=O)([O-])[O-].[Cs+].[Cs+].[C:7]([O:14][CH3:15])(=[O:13])[CH2:8][C:9]([O:11][CH3:12])=[O:10].I[C:17]1[CH:22]=[CH:21][CH:20]=[C:19]([C:23]([F:26])([F:25])[F:24])[CH:18]=1.Cl. (4) Given the product [C@@H:20]1([O:19][C:17]2[CH:16]=[CH:15][CH:14]=[C:13]3[C:18]=2[N:10]([CH2:9][CH2:8][C:5]2[CH:4]=[CH:3][C:2]([OH:1])=[CH:7][CH:6]=2)[CH:11]=[CH:12]3)[O:46][C@H:45]([CH2:47][OH:48])[C@@H:37]([OH:38])[C@H:29]([OH:30])[C@H:21]1[OH:22], predict the reactants needed to synthesize it. The reactants are: [OH:1][C:2]1[CH:7]=[CH:6][C:5]([CH2:8][CH2:9][N:10]2[C:18]3[C:13](=[CH:14][CH:15]=[CH:16][C:17]=3[O:19][C@@H:20]3[O:46][C@H:45]([CH2:47][O:48]C(=O)C(C)(C)C)[C@@H:37]([O:38]C(=O)C(C)(C)C)[C@H:29]([O:30]C(=O)C(C)(C)C)[C@H:21]3[O:22]C(=O)C(C)(C)C)[CH:12]=[CH:11]2)=[CH:4][CH:3]=1.O.O.[OH-].[Li+].